Dataset: Forward reaction prediction with 1.9M reactions from USPTO patents (1976-2016). Task: Predict the product of the given reaction. (1) The product is: [CH3:1][O:2][CH2:3][CH2:4][NH:5][C:7]1[N:8]=[N+:9]([O-:18])[C:10]2[CH:16]=[CH:15][C:14]([CH3:17])=[CH:13][C:11]=2[N:12]=1. Given the reactants [CH3:1][O:2][CH2:3][CH2:4][NH2:5].Cl[C:7]1[N:8]=[N+:9]([O-:18])[C:10]2[CH:16]=[CH:15][C:14]([CH3:17])=[CH:13][C:11]=2[N:12]=1, predict the reaction product. (2) Given the reactants C[N:2]1[CH2:15][CH2:14][C@@:13]23[C:16]4[C:22]5[CH2:23][C@@H:3]1[C@@H:4]2[CH2:5][CH2:6][C:7]1([C@@H:12]3[O:18][C:17]=4[C:19]([C:24]#[N:25])=[CH:20][CH:21]=5)[O:11][CH2:10][CH2:9][O:8]1.N(C(OC(C)C)=O)=NC(OC(C)C)=O.CC1(C)CC(=O)CC(=O)C1.CO.Cl, predict the reaction product. The product is: [O:8]1[CH2:9][CH2:10][O:11][C:7]21[CH2:6][CH2:5][C@@H:4]1[C@@:13]34[C:16]5[C:22](=[CH:21][CH:20]=[C:19]([C:24]#[N:25])[C:17]=5[O:18][C@@H:12]23)[CH2:23][C@H:3]1[NH:2][CH2:15][CH2:14]4. (3) Given the reactants [CH3:1][S:2]([C:5]1[CH:10]=[CH:9][C:8]([C:11]2[N:16]=[CH:15][C:14]([OH:17])=[CH:13][CH:12]=2)=[CH:7][CH:6]=1)(=[O:4])=[O:3].CS(O[CH2:23][CH:24]1[CH2:29][CH2:28][N:27]([C:30]([O:32][C:33]([CH3:36])([CH3:35])[CH3:34])=[O:31])[CH2:26][CH2:25]1)(=O)=O.C([O-])([O-])=O.[K+].[K+].O, predict the reaction product. The product is: [CH3:1][S:2]([C:5]1[CH:6]=[CH:7][C:8]([C:11]2[N:16]=[CH:15][C:14]([O:17][CH2:23][CH:24]3[CH2:29][CH2:28][N:27]([C:30]([O:32][C:33]([CH3:34])([CH3:36])[CH3:35])=[O:31])[CH2:26][CH2:25]3)=[CH:13][CH:12]=2)=[CH:9][CH:10]=1)(=[O:4])=[O:3]. (4) The product is: [Br:1][C:2]1[CH:3]=[CH:4][C:5]([C:8]2[CH:12]=[N:11][N:10]([CH2:20][CH2:21][O:22][CH3:23])[CH:9]=2)=[CH:6][CH:7]=1. Given the reactants [Br:1][C:2]1[CH:7]=[CH:6][C:5]([C:8]2[CH:9]=[N:10][NH:11][CH:12]=2)=[CH:4][CH:3]=1.C([O-])([O-])=O.[K+].[K+].I[CH2:20][CH2:21][O:22][CH3:23], predict the reaction product. (5) Given the reactants [Li][CH2:2][CH2:3][CH2:4][CH3:5].[CH3:6][C@@H:7]1[O:11][C:10](=[O:12])[CH:9]=[CH:8]1, predict the reaction product. The product is: [CH2:2]([C@H:8]1[C@H:7]([CH3:6])[O:11][C:10](=[O:12])[CH2:9]1)[CH2:3][CH2:4][CH3:5]. (6) Given the reactants Cl[C:2]1[N:7]=[C:6]([C:8]#[N:9])[C:5]2[N:10]=[CH:11][N:12]([CH3:13])[C:4]=2[CH:3]=1.CC1(C)C(C)(C)OB([C:22]2[CH:27]=[CH:26][C:25]([CH2:28][CH2:29][CH2:30][OH:31])=[C:24]([C:32]([F:35])([F:34])[F:33])[CH:23]=2)O1.C1(P(C2CCCCC2)C2CCCCC2)CCCCC1.P([O-])([O-])([O-])=O.[K+].[K+].[K+], predict the reaction product. The product is: [OH:31][CH2:30][CH2:29][CH2:28][C:25]1[CH:26]=[CH:27][C:22]([C:2]2[N:7]=[C:6]([C:8]#[N:9])[C:5]3[N:10]=[CH:11][N:12]([CH3:13])[C:4]=3[CH:3]=2)=[CH:23][C:24]=1[C:32]([F:33])([F:34])[F:35].